The task is: Predict the reaction yield, written as a fraction of the theoretical maximum amount of product (1.0 means a 100% yield; for example, 0.34 means a 34% yield).. This data is from Reaction yield outcomes from USPTO patents with 853,638 reactions. (1) The reactants are [Cl:1][C:2]1[CH:7]=[CH:6][C:5]([C:8]2([CH2:23][OH:24])[C:16]3[C:11](=[CH:12][CH:13]=[CH:14][CH:15]=3)[N:10]([CH2:17][C:18]([O:20][CH3:21])=[O:19])[C:9]2=[O:22])=[C:4](O)[CH:3]=1.ClC1C=CC(Cl)=C2C=1C(C1C(O)=CC3OCOC=3C=1)(CO)C(=O)N2CCCCC. No catalyst specified. The product is [Cl:1][C:2]1[CH:7]=[CH:6][C:5]2[C:8]3([CH2:23][O:24][C:4]=2[CH:3]=1)[C:16]1[C:11](=[CH:12][CH:13]=[CH:14][CH:15]=1)[N:10]([CH2:17][C:18]([O:20][CH3:21])=[O:19])[C:9]3=[O:22]. The yield is 0.740. (2) The reactants are [ClH:1].[CH3:2][O:3][CH2:4][C@H:5]1[CH2:10][NH:9][C@H:8]([CH3:11])[CH2:7][N:6]1[CH2:12][C:13]([N:15]1[C:23]2[C:18](=[CH:19][CH:20]=[C:21]([C:24]#[N:25])[CH:22]=2)[C:17]([CH3:27])([CH3:26])[CH2:16]1)=[O:14].[N-:28]=[N+:29]=[N-:30].[Na+].[Cl-].[NH4+]. The catalyst is CN(C=O)C. The product is [ClH:1].[CH3:27][C:17]1([CH3:26])[C:18]2[C:23](=[CH:22][C:21]([C:24]3[NH:30][N:29]=[N:28][N:25]=3)=[CH:20][CH:19]=2)[N:15]([C:13](=[O:14])[CH2:12][N:6]2[CH2:7][C@@H:8]([CH3:11])[NH:9][CH2:10][C@@H:5]2[CH2:4][O:3][CH3:2])[CH2:16]1. The yield is 0.0400.